Dataset: Reaction yield outcomes from USPTO patents with 853,638 reactions. Task: Predict the reaction yield, written as a fraction of the theoretical maximum amount of product (1.0 means a 100% yield; for example, 0.34 means a 34% yield). The reactants are FC(F)(F)S(O)(=O)=O.[Cl:9][C:10]1[CH:15]=[C:14]([F:16])[CH:13]=[CH:12][C:11]=1[F:17].[I:18]N1C(=O)CCC1=O. No catalyst specified. The product is [Cl:9][C:10]1[CH:15]=[C:14]([F:16])[C:13]([I:18])=[CH:12][C:11]=1[F:17]. The yield is 0.740.